This data is from Blood-brain barrier permeability classification from the B3DB database. The task is: Regression/Classification. Given a drug SMILES string, predict its absorption, distribution, metabolism, or excretion properties. Task type varies by dataset: regression for continuous measurements (e.g., permeability, clearance, half-life) or binary classification for categorical outcomes (e.g., BBB penetration, CYP inhibition). Dataset: b3db_classification. (1) The drug is Fc1cccc(F)c1N=C1NCCN1. The result is 1 (penetrates BBB). (2) The molecule is Cc1ccc(NC2=NCCN2)c(Cl)c1. The result is 1 (penetrates BBB).